Dataset: Reaction yield outcomes from USPTO patents with 853,638 reactions. Task: Predict the reaction yield, written as a fraction of the theoretical maximum amount of product (1.0 means a 100% yield; for example, 0.34 means a 34% yield). (1) The reactants are [CH3:1][N:2]1[CH2:7][CH2:6][N:5]([C:8]2[CH:13]=[CH:12][N:11]=[CH:10][C:9]=2[N+:14]([O-])=O)[CH2:4][CH2:3]1. The catalyst is CO.[Pd]. The product is [CH3:1][N:2]1[CH2:3][CH2:4][N:5]([C:8]2[CH:13]=[CH:12][N:11]=[CH:10][C:9]=2[NH2:14])[CH2:6][CH2:7]1. The yield is 0.959. (2) The reactants are I[C:2]1[C:10]2[C:5](=[N:6][CH:7]=[C:8]([C:11]3[CH:12]=[CH:13][C:14]([N:17]4[CH2:22][CH2:21][N:20]([C:23]([O:25][C:26]([CH3:29])([CH3:28])[CH3:27])=[O:24])[CH2:19][CH2:18]4)=[N:15][CH:16]=3)[CH:9]=2)[N:4]([S:30]([C:33]2[CH:39]=[CH:38][C:36]([CH3:37])=[CH:35][CH:34]=2)(=[O:32])=[O:31])[CH:3]=1.[CH3:40][C:41]1[CH:42]=[C:43]([CH:59]=[CH:60][CH:61]=1)[CH2:44][N:45]1[CH:49]=[C:48](B2OC(C)(C)C(C)(C)O2)[CH:47]=[N:46]1.C(=O)([O-])[O-].[Na+].[Na+]. The catalyst is C1(C)C=CC=CC=1.C(O)C.O.Cl[Pd](Cl)([P](C1C=CC=CC=1)(C1C=CC=CC=1)C1C=CC=CC=1)[P](C1C=CC=CC=1)(C1C=CC=CC=1)C1C=CC=CC=1. The product is [CH3:40][C:41]1[CH:42]=[C:43]([CH:59]=[CH:60][CH:61]=1)[CH2:44][N:45]1[CH:49]=[C:48]([C:2]2[C:10]3[C:5](=[N:6][CH:7]=[C:8]([C:11]4[CH:12]=[CH:13][C:14]([N:17]5[CH2:22][CH2:21][N:20]([C:23]([O:25][C:26]([CH3:29])([CH3:28])[CH3:27])=[O:24])[CH2:19][CH2:18]5)=[N:15][CH:16]=4)[CH:9]=3)[N:4]([S:30]([C:33]3[CH:39]=[CH:38][C:36]([CH3:37])=[CH:35][CH:34]=3)(=[O:32])=[O:31])[CH:3]=2)[CH:47]=[N:46]1. The yield is 0.940. (3) The reactants are [CH3:1][CH:2]1[CH:6]([CH3:7])[O:5][C:4]2([CH2:12][C:11]([CH3:17])([C:13]([F:16])([F:15])[F:14])[C:10](/[CH:19]=[CH:20]/[Sn](CCCC)(CCCC)CCCC)([OH:18])[C:9]([CH3:34])=[CH:8]2)[O:3]1.[CH:35]1(/[C:38](/I)=[CH:39]/[C:40]([O:42][CH2:43][CH3:44])=[O:41])[CH2:37][CH2:36]1.[F-].[K+]. The catalyst is CC#N.CC#N.Cl[Pd]Cl.O1CCCC1. The product is [CH:35]1(/[C:38](/[CH:20]=[CH:19]/[C:10]2([OH:18])[C:11]([CH3:17])([C:13]([F:16])([F:14])[F:15])[CH2:12][C:4]3([O:5][CH:6]([CH3:7])[CH:2]([CH3:1])[O:3]3)[CH:8]=[C:9]2[CH3:34])=[CH:39]/[C:40]([O:42][CH2:43][CH3:44])=[O:41])[CH2:37][CH2:36]1. The yield is 0.360. (4) The reactants are [CH3:1][O:2][C:3](=[O:48])[CH:4]([NH:28]C(C1C=CC=CC=1)(C1C=CC=CC=1)C1C=CC=CC=1)[CH2:5][O:6][C:7]1[CH:12]=[CH:11][C:10]([CH2:13][CH2:14][CH2:15][CH2:16][NH:17][C:18]([O:20][CH2:21][C:22]2[CH:27]=[CH:26][CH:25]=[CH:24][CH:23]=2)=[O:19])=[CH:9][CH:8]=1.FC(F)(F)C(O)=O.C(N(CC)CC)C.[C:71](O[C:71]([O:73][C:74]([CH3:77])([CH3:76])[CH3:75])=[O:72])([O:73][C:74]([CH3:77])([CH3:76])[CH3:75])=[O:72]. The catalyst is ClCCl.O. The product is [CH3:1][O:2][C:3](=[O:48])[CH:4]([NH:28][C:71]([O:73][C:74]([CH3:75])([CH3:76])[CH3:77])=[O:72])[CH2:5][O:6][C:7]1[CH:8]=[CH:9][C:10]([CH2:13][CH2:14][CH2:15][CH2:16][NH:17][C:18]([O:20][CH2:21][C:22]2[CH:23]=[CH:24][CH:25]=[CH:26][CH:27]=2)=[O:19])=[CH:11][CH:12]=1. The yield is 0.520. (5) The reactants are [CH3:1][O:2][C:3](=[O:36])[CH:4]([NH:28][C:29]([O:31][C:32]([CH3:35])([CH3:34])[CH3:33])=[O:30])[CH2:5][O:6][C:7]1[CH:12]=[CH:11][C:10]([CH2:13][CH2:14][CH2:15][CH2:16][NH:17]C(OCC2C=CC=CC=2)=O)=[CH:9][CH:8]=1. The catalyst is CO.[Pd]. The product is [CH3:1][O:2][C:3](=[O:36])[CH:4]([NH:28][C:29]([O:31][C:32]([CH3:34])([CH3:33])[CH3:35])=[O:30])[CH2:5][O:6][C:7]1[CH:8]=[CH:9][C:10]([CH2:13][CH2:14][CH2:15][CH2:16][NH2:17])=[CH:11][CH:12]=1. The yield is 0.980.